Dataset: Forward reaction prediction with 1.9M reactions from USPTO patents (1976-2016). Task: Predict the product of the given reaction. Given the reactants Br[C:2]1[CH:7]=[CH:6][C:5]([C@@H:8]([N:10]2[CH2:15][CH2:14][C@@:13]([C:21]3[CH:26]=[CH:25][C:24]([F:27])=[CH:23][CH:22]=3)([CH2:16][C:17]3([OH:20])[CH2:19][CH2:18]3)[O:12][C:11]2=[O:28])[CH3:9])=[CH:4][CH:3]=1.[CH3:29][C:30]1[CH:35]=[C:34](B(O)O)[CH:33]=[CH:32][N:31]=1, predict the reaction product. The product is: [F:27][C:24]1[CH:25]=[CH:26][C:21]([C@:13]2([CH2:16][C:17]3([OH:20])[CH2:19][CH2:18]3)[O:12][C:11](=[O:28])[N:10]([C@H:8]([C:5]3[CH:6]=[CH:7][C:2]([C:34]4[CH:33]=[CH:32][N:31]=[C:30]([CH3:29])[CH:35]=4)=[CH:3][CH:4]=3)[CH3:9])[CH2:15][CH2:14]2)=[CH:22][CH:23]=1.